From a dataset of Peptide-MHC class I binding affinity with 185,985 pairs from IEDB/IMGT. Regression. Given a peptide amino acid sequence and an MHC pseudo amino acid sequence, predict their binding affinity value. This is MHC class I binding data. (1) The peptide sequence is YSDIPRLKK. The MHC is HLA-A31:01 with pseudo-sequence HLA-A31:01. The binding affinity (normalized) is 0.376. (2) The MHC is HLA-B15:01 with pseudo-sequence HLA-B15:01. The peptide sequence is NQYLLTMFF. The binding affinity (normalized) is 0.982. (3) The peptide sequence is WMLGTGVYL. The MHC is HLA-B40:01 with pseudo-sequence HLA-B40:01. The binding affinity (normalized) is 0.151. (4) The peptide sequence is LLSRVYQIL. The MHC is HLA-A68:02 with pseudo-sequence HLA-A68:02. The binding affinity (normalized) is 0.214. (5) The peptide sequence is SFGAGTLAK. The MHC is HLA-B08:01 with pseudo-sequence HLA-B08:01. The binding affinity (normalized) is 0.0847. (6) The peptide sequence is IYYCMLCGDL. The MHC is H-2-Kd with pseudo-sequence H-2-Kd. The binding affinity (normalized) is 0.308. (7) The peptide sequence is TLGNFSWFPH. The MHC is HLA-A03:01 with pseudo-sequence HLA-A03:01. The binding affinity (normalized) is 0.291. (8) The peptide sequence is PTTKMTTFSPL. The MHC is Mamu-A01 with pseudo-sequence Mamu-A01. The binding affinity (normalized) is 0.320. (9) The peptide sequence is FQPQNGQSI. The MHC is H-2-Db with pseudo-sequence H-2-Db. The binding affinity (normalized) is 0.402. (10) The peptide sequence is ILGVFRRPF. The MHC is HLA-A03:01 with pseudo-sequence HLA-A03:01. The binding affinity (normalized) is 0.0847.